Dataset: Blood-brain barrier penetration binary classification data from Martins et al.. Task: Regression/Classification. Given a drug SMILES string, predict its absorption, distribution, metabolism, or excretion properties. Task type varies by dataset: regression for continuous measurements (e.g., permeability, clearance, half-life) or binary classification for categorical outcomes (e.g., BBB penetration, CYP inhibition). Dataset: bbb_martins. (1) The drug is CN(C)C/C=C(/c1ccc(Br)cc1)c1cccnc1. The result is 1 (penetrates BBB). (2) The molecule is CC(=O)Oc1ccc2c3c1O[C@H]1[C@@H](OC(C)=O)C=C[C@H]4[C@@H](C2)N(C)CC[C@]314. The result is 1 (penetrates BBB). (3) The drug is O=C1CCC2CCC(=O)N12. The result is 1 (penetrates BBB). (4) The drug is CCC(=O)O[C@]1(C(=O)COC(C)=O)CC[C@H]2[C@@H]3CCC4=CC(=O)CC[C@]4(C)[C@H]3[C@@H](O)C[C@@]21C. The result is 1 (penetrates BBB). (5) The drug is Cc1ccc(C(=O)c2cc(O)c(O)c([N+](=O)[O-])c2)cc1. The result is 0 (does not penetrate BBB). (6) The compound is CC1(C)S[C@@H]2[C@H](N3C(=O)[C@@H](c4ccccc4)NC3(C)C)C(=O)N2[C@H]1C(=O)O. The result is 0 (does not penetrate BBB). (7) The molecule is C=COC=C. The result is 1 (penetrates BBB). (8) The molecule is COc1ccc(OCC2CN(C)CCC2c2ccccc2)cc1. The result is 1 (penetrates BBB).